Predict the product of the given reaction. From a dataset of Forward reaction prediction with 1.9M reactions from USPTO patents (1976-2016). (1) The product is: [F:13][C:10]([P:5]([C:6]([F:7])([F:8])[F:9])(=[O:14])[OH:15])([F:11])[F:12]. Given the reactants FC([P:5](=[O:14])([C:10]([F:13])([F:12])[F:11])[C:6]([F:9])([F:8])[F:7])(F)F.[OH2:15], predict the reaction product. (2) Given the reactants [Cl:1][C:2]1[N:10]=[C:9]([F:11])[N:8]=[C:7]2[C:3]=1[N:4]=[CH:5][NH:6]2.[CH3:12][CH:13](O)[CH3:14].C1C=CC(P(C2C=CC=CC=2)C2C=CC=CC=2)=CC=1.CCOC(/N=N/C(OCC)=O)=O, predict the reaction product. The product is: [Cl:1][C:2]1[N:10]=[C:9]([F:11])[N:8]=[C:7]2[C:3]=1[N:4]=[CH:5][N:6]2[CH:13]([CH3:14])[CH3:12]. (3) Given the reactants BrCCBr.Br[CH2:6][CH2:7][C:8]1[CH:13]=[CH:12][CH:11]=[C:10]([F:14])[C:9]=1[F:15], predict the reaction product. The product is: [CH2:7]([C:8]1[CH:13]=[CH:12][CH:11]=[C:10]([F:14])[C:9]=1[F:15])[CH3:6].